This data is from Experimentally validated miRNA-target interactions with 360,000+ pairs, plus equal number of negative samples. The task is: Binary Classification. Given a miRNA mature sequence and a target amino acid sequence, predict their likelihood of interaction. (1) The miRNA is hsa-miR-4701-3p with sequence AUGGGUGAUGGGUGUGGUGU. The protein sequence of the target gene is MGRTVIVLGGGISGLAASYHLIRGPSPPKVILVEGSKRLGGWIRSIRGSDGAIFELGPRGIRPAGALGARTLLLVSELGLESEVLPVRGDHPAAQNRFLYVGGTLHPLPSGLRGLLRPSPPFSKPLFWAGLRELLKPRGKEPDETVHSFAQRRLGPEVASLAMDSLCRGVFAGNSRELSIRSCFPSLFQAEQTHRSILLGLLLGAGQSPQPDSSLIRQARAERWSQWSLRGGLEVLPQALHNHLASKGVTVLSGQPVCGLSLQPEGRWKVSLGDSSLEADHIISAIPASELSKLLPAEAA.... Result: 0 (no interaction). (2) The miRNA is hsa-miR-330-5p with sequence UCUCUGGGCCUGUGUCUUAGGC. The protein sequence of the target gene is MELHILEHRLQVASVAKESIPLFTYGLIKLAFLSSKTRCKFFSLTETPEDYTIIVDEEGFLELPSSEHLSVADATWLALNVVSGGGSFSSSQPIGVTKIAKSVIAPLADQNISVFMLSTYQTDFILVRERDLPFVTHTLSSEFTILRVVNGETVAAENLGITNGFVKPKLVQRPVIHPLSSPSNRFCVTSLDPDTLPAVATLLMDVMFYSNGVKDPMATGDDCGHIRFFSFSLIEGYISLVMDVQTQQRFPSNLLFTSASGELWKMVRIGGQPLGFDECGIVAQISEPLAAADIPAYYIS.... Result: 1 (interaction). (3) The miRNA is hsa-miR-520d-3p with sequence AAAGUGCUUCUCUUUGGUGGGU. The protein sequence of the target gene is MGVWLNKDDYIRDLKRIILCFLIVYMAILVGTDQDFYSLLGVSKTASSREIRQAFKKLALKLHPDKNPNNPNAHGDFLKINRAYEVLKDEDLRKKYDKYGEKGLEDNQGGQYESWNYYRYDFGIYDDDPEIITLERREFDAAVNSGELWFVNFYSPGCSHCHDLAPTWRDFAKEVDGLLRIGAVNCGDDRMLCRMKGVNSYPSLFIFRSGMAPVKYHGDRSKESLVSFAMQHVRSTVTELWTGNFVNSIQTAFAAGIGWLITFCSKGGDCLTSQTRLRLSGMLDGLVNVGWMDCATQDNL.... Result: 1 (interaction). (4) The miRNA is hsa-miR-3675-3p with sequence CAUCUCUAAGGAACUCCCCCAA. The protein sequence of the target gene is MCDRKAVIKNADMSEEMQQDSVECATQALEKYNIEKDIAAHIKKEFDKKYNPTWHCIVGRNFGSYVTHETKHFIYFYLGQVAILLFKSG. Result: 0 (no interaction). (5) The miRNA is hsa-miR-127-5p with sequence CUGAAGCUCAGAGGGCUCUGAU. The protein sequence of the target gene is MDFEDDYTHSACRNTYQGFNGMDRDYGPGSYGGMDRDYGHGSYGGQRSMDSYLNQSYGMDNHSGGGGGSRFGPYESYDSRSSLGGRDLYRSGYGFNEPEQSRFGGSYGGRFESSYRNSLDSFGGRNQGGSSWEAPYSRSKLRPGFMEDRGRENYSSYSSFSSPHMKPAPVGSRGRGTPAYPESTFGSRNYDAFGGPSTGRGRGRGHMGDFGSIHRPGIVVDYQNKSTNVTVAAARGIKRKMMQPFNKPSGTFIKKPKLAKPMEKISLSKSPTKTDPKNEEEEKRRIEARREKQRRRREKN.... Result: 0 (no interaction). (6) The miRNA is hsa-miR-619-5p with sequence GCUGGGAUUACAGGCAUGAGCC. The protein sequence of the target gene is MVEDGAEELEDLVHFSVSELPSRGYGVMEEIRRQGKLCDVTLKIGDHKFSAHRIVLAASIPYFHAMFTNDMMECKQDEIVMQGMDPSALEALINFAYNGNLAIDQQNVQSLLMGASFLQLQSIKDACCTFLRERLHPKNCLGVRQFAETMMCAVLYDAANSFIHQHFVEVSLSEEFLALPLEDVLELVSRDELNVKSEEQVFEAALAWVRYDREQRGPCLPELLSNIRLPLCRPQFLSDRVQQDDLVRCCHKCRDLVDEAKDYHLMPERRPHLPAFRTRPRCCTSIAGLIYAVGGLNSAG.... Result: 0 (no interaction). (7) Result: 0 (no interaction). The protein sequence of the target gene is MMMMSLNSKQAFSMPHAGSLHVEPKYSALHSASPGSSAPAAPSASSPSSSSNAGGGGGGGGGGGGGGRSSSSSSSGSGGSGGGGGSEAMRRACLPTPPSNIFGGLDESLLARAEALAAVDIVSQSKSHHHHPPHHSPFKPDATYHTMNTIPCTSAASSSSVPISHPSALAGTHHHHHHHHHHHHQPHQALEGELLEHLSPGLALGAMAGPDGTVVSTPAHAPHMATMNPMHQAALSMAHAHGLPSHMGCMSDVDADPRDLEAFAERFKQRRIKLGVTQADVGSALANLKIPGVGSLSQST.... The miRNA is hsa-miR-936 with sequence ACAGUAGAGGGAGGAAUCGCAG. (8) The miRNA is hsa-miR-4288 with sequence UUGUCUGCUGAGUUUCC. The protein sequence of the target gene is MATQVMGQSSGGGSLFNNSGNMGMALPNDMYDLHDLSKAELAAPQLIMLANVALTGEVNGSCCDYLVGEERQMAELMPVGDNHFSDSEGEGLEESAELKGDPSGLDNMELRSLELSVVEPQPVFEASAAPEVYSSNKDPAPEAPVAEDKCKNLKAKPFRCKPCQYEAESEEQFVHHIRVHSAKKFFVEESAEKQAKARESGASPSEEGEFSKGPIRCDRCGYNTNRYDHYTAHLKHHLRAGDNERVYKCIICTYTTVSEYHWRKHLRNHFPRKVYTCSKCNYFSTEKNNYVQHVRTHTGE.... Result: 0 (no interaction).